This data is from Forward reaction prediction with 1.9M reactions from USPTO patents (1976-2016). The task is: Predict the product of the given reaction. (1) Given the reactants [NH2:1][C:2]1[CH:7]=[C:6]([N+:8]([O-:10])=[O:9])[CH:5]=[CH:4][C:3]=1[SH:11].[Cl:12][C:13]1[CH:21]=[CH:20][CH:19]=[CH:18][C:14]=1[C:15](O)=O.CS(O)(=O)=O.O=P12OP3(OP(OP(O3)(O1)=O)(=O)O2)=O.[OH-].[Na+], predict the reaction product. The product is: [Cl:12][C:13]1[CH:21]=[CH:20][CH:19]=[CH:18][C:14]=1[C:15]1[S:11][C:3]2[CH:4]=[CH:5][C:6]([N+:8]([O-:10])=[O:9])=[CH:7][C:2]=2[N:1]=1. (2) Given the reactants [OH:1][C@H:2]1[C@H:7]([C:8]2[CH:13]=[CH:12][C:11]([S:14][CH2:15][CH2:16][C@@H:17]([CH3:21])[CH2:18][O:19][CH3:20])=[CH:10][CH:9]=2)[C@@H:6]([O:22][CH2:23][C:24]2[CH:25]=[CH:26][C:27]3[O:32][CH2:31][CH2:30][N:29]([CH2:33][CH2:34][CH2:35][O:36][CH3:37])[C:28]=3[CH:38]=2)[CH2:5][N:4]([C:39]([O:41][CH3:42])=[O:40])[CH2:3]1.C1(C)C=CC(S(O[CH2:53][C@H:54]2[CH2:56][O:55]2)(=O)=O)=CC=1, predict the reaction product. The product is: [CH3:20][O:19][CH2:18][C@H:17]([CH3:21])[CH2:16][CH2:15][S:14][C:11]1[CH:12]=[CH:13][C:8]([C@H:7]2[C@H:2]([O:1][CH2:53][C@H:54]3[CH2:56][O:55]3)[CH2:3][N:4]([C:39]([O:41][CH3:42])=[O:40])[CH2:5][C@@H:6]2[O:22][CH2:23][C:24]2[CH:25]=[CH:26][C:27]3[O:32][CH2:31][CH2:30][N:29]([CH2:33][CH2:34][CH2:35][O:36][CH3:37])[C:28]=3[CH:38]=2)=[CH:9][CH:10]=1. (3) Given the reactants [NH2:1][C:2]1[CH:3]=[C:4]2[C:8](=[CH:9][CH:10]=1)[NH:7][N:6]=[CH:5]2.C(OC([NH:18][CH2:19][CH2:20][NH:21][CH:22]([C:26]1[CH:31]=[CH:30][CH:29]=[C:28]([O:32][CH3:33])[CH:27]=1)[C:23](O)=[O:24])=O)(C)(C)C, predict the reaction product. The product is: [NH2:18][CH2:19][CH2:20][NH:21][CH:22]([C:26]1[CH:31]=[CH:30][CH:29]=[C:28]([O:32][CH3:33])[CH:27]=1)[C:23]([NH:1][C:2]1[CH:3]=[C:4]2[C:8](=[CH:9][CH:10]=1)[NH:7][N:6]=[CH:5]2)=[O:24]. (4) Given the reactants [CH3:1][O:2][C:3](=[O:28])[CH2:4][CH2:5][C@H:6]([C@@H:8]1[C@:25]2([CH3:26])[C@H:11]([C@H:12]3[C@H:22]([CH2:23][CH2:24]2)[C@:20]2([CH3:21])[C:15]([CH2:16][C@@H:17]([OH:27])[CH2:18][CH2:19]2)=[CH:14][CH2:13]3)[CH2:10][CH2:9]1)[CH3:7].[C:29](OC(=O)C)(=[O:31])[CH3:30], predict the reaction product. The product is: [CH3:1][O:2][C:3](=[O:28])[CH2:4][CH2:5][C@H:6]([C@@H:8]1[C@:25]2([CH3:26])[C@H:11]([C@H:12]3[C@H:22]([CH2:23][CH2:24]2)[C@:20]2([CH3:21])[C:15]([CH2:16][C@@H:17]([O:27][C:29](=[O:31])[CH3:30])[CH2:18][CH2:19]2)=[CH:14][CH2:13]3)[CH2:10][CH2:9]1)[CH3:7].